This data is from Forward reaction prediction with 1.9M reactions from USPTO patents (1976-2016). The task is: Predict the product of the given reaction. (1) Given the reactants CO.[BH4-].[Na+].[CH3:5][O:6][C:7]1[CH:12]=[C:11]([C:13]([C:15]2[C:16]([C:26]3[CH:31]=[CH:30][CH:29]=[CH:28][CH:27]=3)=[N:17][N:18]3[CH:23]=[C:22]([O:24][CH3:25])[CH:21]=[CH:20][C:19]=23)=[O:14])[N:10]=[C:9]([C:32]([O:34][CH3:35])=[O:33])[CH:8]=1.[Cl-].[NH4+], predict the reaction product. The product is: [OH:14][CH:13]([C:15]1[C:16]([C:26]2[CH:27]=[CH:28][CH:29]=[CH:30][CH:31]=2)=[N:17][N:18]2[CH:23]=[C:22]([O:24][CH3:25])[CH:21]=[CH:20][C:19]=12)[C:11]1[N:10]=[C:9]([C:32]([O:34][CH3:35])=[O:33])[CH:8]=[C:7]([O:6][CH3:5])[CH:12]=1. (2) The product is: [NH2:1][C:2]1[N:3]=[C:4]([OH:9])[C:5]2[CH:11]=[CH:10][NH:8][C:6]=2[N:7]=1. Given the reactants [NH2:1][C:2]1[N:7]=[C:6]([NH2:8])[CH:5]=[C:4]([OH:9])[N:3]=1.[C:10]([O-])(=O)[CH3:11].[Na+].ClCC=O, predict the reaction product. (3) Given the reactants [Cl:1][C:2]1[CH:3]=[CH:4][C:5]([NH:8][C:9]([C:11]2[O:19][C:18]3[C:13](=[N:14][C:15]([C:20]([OH:22])=O)=[CH:16][CH:17]=3)[C:12]=2[NH:23][C:24]([C@H:26]2[CH2:31][CH2:30][C@H:29]([N:32]3[CH2:37][CH2:36][O:35][CH2:34][C:33]3=[O:38])[CH2:28][CH2:27]2)=[O:25])=[O:10])=[N:6][CH:7]=1.[NH:39]1[CH2:44][CH2:43][O:42][CH2:41][CH2:40]1.ON1C2C=CC=CC=2N=N1.Cl.C(N=C=NCCCN(C)C)C, predict the reaction product. The product is: [Cl:1][C:2]1[CH:3]=[CH:4][C:5]([NH:8][C:9]([C:11]2[O:19][C:18]3[C:13](=[N:14][C:15]([C:20]([N:39]4[CH2:44][CH2:43][O:42][CH2:41][CH2:40]4)=[O:22])=[CH:16][CH:17]=3)[C:12]=2[NH:23][C:24]([C@H:26]2[CH2:27][CH2:28][C@H:29]([N:32]3[CH2:37][CH2:36][O:35][CH2:34][C:33]3=[O:38])[CH2:30][CH2:31]2)=[O:25])=[O:10])=[N:6][CH:7]=1. (4) Given the reactants [Br:1][C:2]1[CH:7]=[C:6]([F:8])[CH:5]=[CH:4][C:3]=1[CH2:9][C:10]#[N:11].CSC, predict the reaction product. The product is: [Br:1][C:2]1[CH:7]=[C:6]([F:8])[CH:5]=[CH:4][C:3]=1[CH2:9][CH2:10][NH2:11]. (5) Given the reactants Cl.Cl[CH2:3][CH2:4][N:5]1[CH2:10][CH2:9][O:8][CH2:7][CH2:6]1.[OH-].[K+].[CH3:13][C:14]1[NH:15][C:16]2[C:21]([CH:22]=1)=[CH:20][CH:19]=[CH:18][N:17]=2, predict the reaction product. The product is: [CH3:13][C:14]1[N:15]([CH2:3][CH2:4][N:5]2[CH2:10][CH2:9][O:8][CH2:7][CH2:6]2)[C:16]2=[N:17][CH:18]=[CH:19][CH:20]=[C:21]2[CH:22]=1. (6) Given the reactants [OH:1][C:2]1[CH:10]=[CH:9][C:5]([C:6]([OH:8])=O)=[CH:4][C:3]=1[C:11]([OH:13])=O.[F:14][C:15]([F:28])([F:27])[C:16]1[CH:17]=[C:18]([CH:20]=[C:21]([C:23]([F:26])([F:25])[F:24])[CH:22]=1)[NH2:19].P(Cl)(Cl)Cl, predict the reaction product. The product is: [F:14][C:15]([F:27])([F:28])[C:16]1[CH:17]=[C:18]([NH:19][C:6](=[O:8])[C:5]2[CH:9]=[CH:10][C:2]([OH:1])=[C:3]([C:11]([NH:19][C:18]3[CH:20]=[C:21]([C:23]([F:24])([F:25])[F:26])[CH:22]=[C:16]([C:15]([F:14])([F:27])[F:28])[CH:17]=3)=[O:13])[CH:4]=2)[CH:20]=[C:21]([C:23]([F:24])([F:25])[F:26])[CH:22]=1. (7) Given the reactants [N+:1]([C:3]1[CH:14]=[CH:13][CH:12]=[CH:11][C:4]=1[CH2:5][NH:6][C:7]([NH:9][CH3:10])=[O:8])#[C-:2].[C:15]([OH:21])(=O)[CH2:16][C:17]([OH:19])=O.C(OC(=O)C)(=O)C, predict the reaction product. The product is: [N+:1]([C:3]1[CH:14]=[CH:13][CH:12]=[CH:11][C:4]=1[CH2:5][N:6]1[C:15](=[O:21])[CH2:16][C:17](=[O:19])[N:9]([CH3:10])[C:7]1=[O:8])#[C-:2].